From a dataset of Forward reaction prediction with 1.9M reactions from USPTO patents (1976-2016). Predict the product of the given reaction. Given the reactants I[C:2]1[CH:3]=[C:4]([CH:8]([CH3:11])[C:9]#[N:10])[CH:5]=[CH:6][CH:7]=1.C([O-])([O-])=O.[Na+].[Na+].[O:18]1[CH:22]=[CH:21][N:20]=[C:19]1B(O)O, predict the reaction product. The product is: [O:18]1[CH:22]=[CH:21][N:20]=[C:19]1[C:2]1[CH:3]=[C:4]([CH:8]([CH3:11])[C:9]#[N:10])[CH:5]=[CH:6][CH:7]=1.